This data is from Full USPTO retrosynthesis dataset with 1.9M reactions from patents (1976-2016). The task is: Predict the reactants needed to synthesize the given product. (1) Given the product [OH:1][C:2]1([CH2:9][NH:10][C:11]([C:13]2[C:21]3[C:16](=[CH:17][CH:18]=[CH:19][C:20]=3[Cl:22])[N:15]([CH2:41][CH:37]3[CH2:38][CH2:39][CH2:40][NH:36]3)[CH:14]=2)=[O:12])[CH2:7][CH2:6][CH2:5][CH:4]([CH3:8])[CH2:3]1, predict the reactants needed to synthesize it. The reactants are: [OH:1][C:2]1([CH2:9][NH:10][C:11]([C:13]2[C:21]3[C:16](=[CH:17][CH:18]=[CH:19][C:20]=3[Cl:22])[NH:15][CH:14]=2)=[O:12])[CH2:7][CH2:6][CH2:5][CH:4]([CH3:8])[CH2:3]1.C([O-])([O-])=O.[K+].[K+].C(OC([N:36]1[CH2:40][CH2:39][CH2:38][CH:37]1[CH2:41]OS(C1C=CC(C)=CC=1)(=O)=O)=O)(C)(C)C. (2) The reactants are: [NH2:1][C:2]1[CH:10]=[CH:9][C:5]([C:6]([OH:8])=[O:7])=[CH:4][CH:3]=1.[C:11](O[C:11](=[O:14])[CH2:12][CH3:13])(=[O:14])[CH2:12][CH3:13]. Given the product [C:11]([NH:1][C:2]1[CH:10]=[CH:9][C:5]([C:6]([OH:8])=[O:7])=[CH:4][CH:3]=1)(=[O:14])[CH2:12][CH3:13], predict the reactants needed to synthesize it. (3) Given the product [C:1]([O:5][C:6]([N:8]1[CH2:13][CH2:12][C:11]([C:35]2[CH:40]=[CH:39][C:38]([C:48]3[CH:47]=[CH:46][CH:45]=[C:44]([C:42]#[N:43])[CH:49]=3)=[CH:37][CH:36]=2)([CH:14]([O:23][C:24]2[NH:28][C:27]3[CH:29]=[C:30]([Cl:34])[C:31]([Cl:33])=[CH:32][C:26]=3[N:25]=2)[CH2:15][O:16][CH2:17][CH2:18][Si:19]([CH3:22])([CH3:21])[CH3:20])[CH2:10][CH2:9]1)=[O:7])([CH3:4])([CH3:3])[CH3:2], predict the reactants needed to synthesize it. The reactants are: [C:1]([O:5][C:6]([N:8]1[CH2:13][CH2:12][C:11]([C:35]2[CH:40]=[CH:39][C:38](Br)=[CH:37][CH:36]=2)([CH:14]([O:23][C:24]2[NH:28][C:27]3[CH:29]=[C:30]([Cl:34])[C:31]([Cl:33])=[CH:32][C:26]=3[N:25]=2)[CH2:15][O:16][CH2:17][CH2:18][Si:19]([CH3:22])([CH3:21])[CH3:20])[CH2:10][CH2:9]1)=[O:7])([CH3:4])([CH3:3])[CH3:2].[C:42]([C:44]1[CH:45]=[C:46](B(O)O)[CH:47]=[CH:48][CH:49]=1)#[N:43].C1(C)C=CC=CC=1.C([O-])([O-])=O.[Na+].[Na+]. (4) Given the product [N:1]1([CH2:6][CH2:7][N:8]2[CH:12]=[C:11]([NH2:13])[CH:10]=[N:9]2)[CH:5]=[CH:4][CH:3]=[N:2]1, predict the reactants needed to synthesize it. The reactants are: [N:1]1([CH2:6][CH2:7][N:8]2[CH:12]=[C:11]([N+:13]([O-])=O)[CH:10]=[N:9]2)[CH:5]=[CH:4][CH:3]=[N:2]1. (5) Given the product [CH:2]([CH:3]1[CH2:9][CH:8]2[CH:6]([CH2:7]2)[CH2:5][N:4]1[C:10]([O:12][C:13]([CH3:16])([CH3:15])[CH3:14])=[O:11])=[O:1], predict the reactants needed to synthesize it. The reactants are: [OH:1][CH2:2][CH:3]1[CH2:9][CH:8]2[CH:6]([CH2:7]2)[CH2:5][N:4]1[C:10]([O:12][C:13]([CH3:16])([CH3:15])[CH3:14])=[O:11].CC1(C)N([O])C(C)(C)CCC1. (6) Given the product [CH:35]1([S:32]([NH:31][C:29]([C:24]2([NH:23][C:14]([CH:13]3[CH2:18][CH:16]([OH:15])[CH2:17][CH:12]3[C:10]([N:9]([CH2:3][CH2:4][CH2:5][CH2:6][CH:7]=[CH2:8])[CH3:20])=[O:11])=[O:19])[CH2:26][CH:25]2[CH:27]=[CH2:28])=[O:30])(=[O:34])=[O:33])[CH2:37][CH2:36]1, predict the reactants needed to synthesize it. The reactants are: [Li+].[OH-].[CH2:3]([N:9]([CH3:20])[C:10]([CH:12]1[CH2:17][CH:16]2[CH2:18][CH:13]1[C:14](=[O:19])[O:15]2)=[O:11])[CH2:4][CH2:5][CH2:6][CH:7]=[CH2:8].Cl.Cl.[NH2:23][C@:24]1([C:29]([NH:31][S:32]([CH:35]2[CH2:37][CH2:36]2)(=[O:34])=[O:33])=[O:30])[CH2:26][C@H:25]1[CH:27]=[CH2:28].CN(C(ON1N=NC2C=CC=NC1=2)=[N+](C)C)C.F[P-](F)(F)(F)(F)F.CCN(C(C)C)C(C)C. (7) Given the product [C:41]1([C:40]2[CH:39]=[C:38]([C:43]3[CH:1]=[CH:7][CH:8]=[CH:35][CH:34]=3)[CH:37]=[CH:36][C:57]=2[C:54]2[CH:55]=[C:17]3[C:18]4[C:13]5[C:11](=[CH:10][CH:9]=[C:8]([NH:19][C:20]6[CH:25]=[CH:24][CH:23]=[CH:22][C:21]=6[F:26])[C:14]=5[CH:15]=[CH:16]3)[CH:12]=[CH:7][C:1]=4[C:56]=2[NH:19][C:20]2[CH:25]=[CH:24][CH:23]=[CH:22][C:21]=2[F:26])[CH:42]=[CH:31][CH:30]=[CH:29][CH:28]=1, predict the reactants needed to synthesize it. The reactants are: [C:1]1([C:7]2[CH:12]=[C:11]([C:13]3[CH:18]=[CH:17][CH:16]=[CH:15][CH:14]=3)[CH:10]=[CH:9][C:8]=2[NH:19][C:20]2[CH:25]=[CH:24][CH:23]=[CH:22][C:21]=2[F:26])C=CC=CC=1.Br[C:28]1[C:41]2[C:42]3=[C:43]4[C:38](=[CH:39][CH:40]=2)[CH:37]=[CH:36][C:35](Br)=[C:34]4C=C[C:31]3=[CH:30][CH:29]=1.[C:54](P([C:54]([CH3:57])([CH3:56])[CH3:55])[C:54]([CH3:57])([CH3:56])[CH3:55])([CH3:57])([CH3:56])[CH3:55].[Na]. (8) Given the product [CH2:1]([N:5]1[C:13]2[N:12]=[C:11]([Cl:14])[NH:10][C:9]=2[C:8](=[O:18])[N:7]([CH2:27][CH2:28][CH2:29][C:30]([O:32][CH2:33][CH3:34])=[O:31])[C:6]1=[O:19])[CH2:2][CH2:3][CH3:4], predict the reactants needed to synthesize it. The reactants are: [CH2:1]([N:5]1[C:13]2[N:12]=[C:11]([Cl:14])[N:10](CC=C)[C:9]=2[C:8](=[O:18])[NH:7][C:6]1=[O:19])[CH2:2][CH2:3][CH3:4].C([O-])([O-])=O.[Cs+].[Cs+].Br[CH2:27][CH2:28][CH2:29][C:30]([O:32][CH2:33][CH3:34])=[O:31].N1CCOCC1.Cl. (9) Given the product [CH3:1][N:2]1[C:6]([CH2:7][CH2:8][C:9]2[NH:13][N:12]=[C:11]([NH:14][C:17]3[CH:22]=[CH:21][N:20]=[C:19]([NH:23][CH2:24][C:25]4[O:29][N:28]=[C:27]([CH3:30])[CH:26]=4)[N:18]=3)[CH:10]=2)=[CH:5][C:4]([CH3:15])=[N:3]1, predict the reactants needed to synthesize it. The reactants are: [CH3:1][N:2]1[C:6]([CH2:7][CH2:8][C:9]2[NH:13][N:12]=[C:11]([NH2:14])[CH:10]=2)=[CH:5][C:4]([CH3:15])=[N:3]1.Cl[C:17]1[CH:22]=[CH:21][N:20]=[C:19]([NH:23][CH2:24][C:25]2[O:29][N:28]=[C:27]([CH3:30])[CH:26]=2)[N:18]=1. (10) Given the product [Cl:1][C:2]1[CH:3]=[C:4]2[C:8](=[CH:9][CH:10]=1)[N:7]([C:24]([O:23][C:20]([CH3:22])([CH3:21])[CH3:19])=[O:25])[CH:6]=[C:5]2[CH:11]=[O:12], predict the reactants needed to synthesize it. The reactants are: [Cl:1][C:2]1[CH:3]=[C:4]2[C:8](=[CH:9][CH:10]=1)[NH:7][CH:6]=[C:5]2[CH:11]=[O:12].C(=O)([O-])[O-].[K+].[K+].[CH3:19][C:20]([O:23][C:24](O[C:24]([O:23][C:20]([CH3:22])([CH3:21])[CH3:19])=[O:25])=[O:25])([CH3:22])[CH3:21].